The task is: Predict the reaction yield, written as a fraction of the theoretical maximum amount of product (1.0 means a 100% yield; for example, 0.34 means a 34% yield).. This data is from Reaction yield outcomes from USPTO patents with 853,638 reactions. (1) The reactants are [CH3:1][C@@:2]([C:11]([OH:13])=[O:12])([CH2:4][C:5]1[CH:10]=[CH:9][CH:8]=[CH:7][CH:6]=1)[NH2:3].O.O.O.O.O.[OH-].C[N+](C)(C)C.[CH3:25][C:26]([O:29][C:30](O[C:30]([O:29][C:26]([CH3:28])([CH3:27])[CH3:25])=[O:31])=[O:31])([CH3:28])[CH3:27]. The catalyst is C(#N)C. The product is [C:30]([NH:3][C@:2]([CH3:1])([C:11]([OH:13])=[O:12])[CH2:4][C:5]1[CH:6]=[CH:7][CH:8]=[CH:9][CH:10]=1)([O:29][C:26]([CH3:28])([CH3:27])[CH3:25])=[O:31]. The yield is 0.555. (2) The reactants are O.[OH-].[Li+].[N:4]1[C:5]([CH2:13][O:14][C:15]2[CH:36]=[CH:35][C:18]([CH2:19][O:20]/[N:21]=[C:22](/[C:29]3[CH:34]=[CH:33][CH:32]=[CH:31][CH:30]=3)\[CH2:23][CH2:24][C:25]([O:27]C)=[O:26])=[CH:17][CH:16]=2)=[CH:6][N:7]2[CH:12]=[CH:11][CH:10]=[CH:9][C:8]=12.O.Cl. The product is [N:4]1[C:5]([CH2:13][O:14][C:15]2[CH:16]=[CH:17][C:18]([CH2:19][O:20]/[N:21]=[C:22](/[C:29]3[CH:34]=[CH:33][CH:32]=[CH:31][CH:30]=3)\[CH2:23][CH2:24][C:25]([OH:27])=[O:26])=[CH:35][CH:36]=2)=[CH:6][N:7]2[CH:12]=[CH:11][CH:10]=[CH:9][C:8]=12. The yield is 0.760. The catalyst is O1CCCC1.CO. (3) The yield is 0.900. The reactants are [OH:1][CH2:2][C:3]#[C:4][C:5]1[CH:6]=[C:7]2[C:12](=[CH:13][C:14]=1[O:15][CH:16]1[CH2:21][CH2:20][N:19]([C:22]([O:24][C:25]([CH3:28])([CH3:27])[CH3:26])=[O:23])[CH2:18][CH2:17]1)[N:11]=[C:10]([NH:29][C:30]1[CH:35]=[CH:34][CH:33]=[C:32]([C:36]3[O:40][CH:39]=[N:38][CH:37]=3)[CH:31]=1)[N:9]=[CH:8]2. The product is [O:40]1[C:36]([C:32]2[CH:31]=[C:30]([NH:29][C:10]3[N:9]=[CH:8][C:7]4[C:12](=[CH:13][C:14]([O:15][CH:16]5[CH2:17][CH2:18][N:19]([C:22]([O:24][C:25]([CH3:28])([CH3:27])[CH3:26])=[O:23])[CH2:20][CH2:21]5)=[C:5]([C:4]#[C:3][CH:2]=[O:1])[CH:6]=4)[N:11]=3)[CH:35]=[CH:34][CH:33]=2)=[CH:37][N:38]=[CH:39]1. The catalyst is C(Cl)Cl.O=[Mn]=O. (4) The reactants are [CH2:1]([N:3]1[C:11]2[C:6](=[CH:7][CH:8]=[C:9]([O:12][CH3:13])[CH:10]=2)[C:5]([C:14](O)=[O:15])=[C:4]1[CH3:17])[CH3:2].C(Cl)(=O)C(Cl)=O.[CH3:24][NH2:25]. No catalyst specified. The product is [CH3:24][NH:25][C:14]([C:5]1[C:6]2[C:11](=[CH:10][C:9]([O:12][CH3:13])=[CH:8][CH:7]=2)[N:3]([CH2:1][CH3:2])[C:4]=1[CH3:17])=[O:15]. The yield is 0.950. (5) The reactants are C1(S([N:10]2[C:18]3[C:13](=[CH:14][C:15]([CH2:19][CH3:20])=[CH:16][CH:17]=3)[CH2:12][CH2:11]2)(=O)=O)C=CC=CC=1.[OH-].[Na+]. The catalyst is Br. The product is [CH2:19]([C:15]1[CH:14]=[C:13]2[C:18](=[CH:17][CH:16]=1)[NH:10][CH2:11][CH2:12]2)[CH3:20]. The yield is 0.320. (6) The reactants are [N:1]([C:4]1[CH:5]=[CH:6][C:7]([CH3:35])=[C:8]([N:10]2[CH2:33][CH2:32][C:13]3[N:14]=[C:15]([NH:18][C:19]4[CH:24]=[CH:23][C:22]([N:25]5[CH2:30][CH2:29][N:28]([CH3:31])[CH2:27][CH2:26]5)=[CH:21][CH:20]=4)[N:16]=[CH:17][C:12]=3[C:11]2=[O:34])[CH:9]=1)=[C:2]=S.[NH2:36][C:37]1[CH:42]=[CH:41][CH:40]=[CH:39][C:38]=1[OH:43].CCN=C=NCCCN(C)C.Cl. The catalyst is C1COCC1. The product is [O:43]1[C:38]2[CH:39]=[CH:40][CH:41]=[CH:42][C:37]=2[N:36]=[C:2]1[NH:1][C:4]1[CH:5]=[CH:6][C:7]([CH3:35])=[C:8]([N:10]2[CH2:33][CH2:32][C:13]3[N:14]=[C:15]([NH:18][C:19]4[CH:24]=[CH:23][C:22]([N:25]5[CH2:30][CH2:29][N:28]([CH3:31])[CH2:27][CH2:26]5)=[CH:21][CH:20]=4)[N:16]=[CH:17][C:12]=3[C:11]2=[O:34])[CH:9]=1. The yield is 0.632.